This data is from Catalyst prediction with 721,799 reactions and 888 catalyst types from USPTO. The task is: Predict which catalyst facilitates the given reaction. (1) Reactant: O(CC)[C:2]([S-])=[S:3].[K+].[Cl:8][C:9]1[CH:14]=[CH:13][C:12]([OH:15])=[C:11]([NH2:16])[CH:10]=1. Product: [Cl:8][C:9]1[CH:14]=[CH:13][C:12]2[O:15][C:2]([SH:3])=[N:16][C:11]=2[CH:10]=1. The catalyst class is: 8. (2) Reactant: C([O:4][C@H:5]1[C@@H:29]([O:30]C(=O)C)[C@H:28]([O:34]C(=O)C)[C@@H:27]([CH2:38][O:39]C(=O)C)[O:26][C@@H:6]1[O:7][C:8]1[CH:13]=[CH:12][C:11]([N:14]2[C:22]3[C:17](=[CH:18][C:19]([O:23][CH3:24])=[CH:20][CH:21]=3)[CH:16]=[CH:15]2)=[CH:10][C:9]=1[Cl:25])(=O)C.CO[Na].CO. Product: [O:7]([C:8]1[CH:13]=[CH:12][C:11]([N:14]2[C:22]3[C:17](=[CH:18][C:19]([O:23][CH3:24])=[CH:20][CH:21]=3)[CH:16]=[CH:15]2)=[CH:10][C:9]=1[Cl:25])[C@H:6]1[O:26][C@H:27]([CH2:38][OH:39])[C@@H:28]([OH:34])[C@H:29]([OH:30])[C@@H:5]1[OH:4]. The catalyst class is: 5. (3) Reactant: C[O:2][C:3](=[O:25])[C:4]1[CH:9]=[CH:8][C:7]([CH2:10][O:11][C:12]2[CH:13]=[N:14][CH:15]=[CH:16][CH:17]=2)=[CH:6][C:5]=1[C:18]1[CH:23]=[CH:22][CH:21]=[CH:20][C:19]=1[CH3:24].[Li+].[OH-]. Product: [N:14]1[CH:15]=[CH:16][CH:17]=[C:12]([O:11][CH2:10][C:7]2[CH:8]=[CH:9][C:4]([C:3]([OH:25])=[O:2])=[C:5]([C:18]3[CH:23]=[CH:22][CH:21]=[CH:20][C:19]=3[CH3:24])[CH:6]=2)[CH:13]=1. The catalyst class is: 5. (4) Reactant: N(C(N1CCCCC1)=O)=NC(N1CCCCC1)=O.[Cl:19][C:20]1[CH:39]=[CH:38][C:23]([NH:24][C:25]2[C:34]3[C:29](=[CH:30][C:31]([OH:37])=[C:32]([O:35][CH3:36])[CH:33]=3)[N:28]=[CH:27][N:26]=2)=[C:22]([F:40])[CH:21]=1.C(P(CCCC)CCCC)CCC.O[CH2:55][CH2:56][CH2:57][C:58]1[CH:63]=[CH:62][N:61]=[CH:60][CH:59]=1.C(O)(=O)C. Product: [ClH:19].[Cl:19][C:20]1[CH:39]=[CH:38][C:23]([NH:24][C:25]2[C:34]3[C:29](=[CH:30][C:31]([O:37][CH2:55][CH2:56][CH2:57][C:58]4[CH:63]=[CH:62][N:61]=[CH:60][CH:59]=4)=[C:32]([O:35][CH3:36])[CH:33]=3)[N:28]=[CH:27][N:26]=2)=[C:22]([F:40])[CH:21]=1. The catalyst class is: 2. (5) Reactant: [Si:1]([O:8][CH2:9][C:10]1[N:15]=[CH:14][C:13]2[N:16]=[CH:17][N:18]([C:19]3[S:23][C:22]([C:24]([O:26][CH3:27])=[O:25])=[C:21]([OH:28])[CH:20]=3)[C:12]=2[CH:11]=1)([C:4]([CH3:7])([CH3:6])[CH3:5])([CH3:3])[CH3:2].[CH3:29][C:30]1[CH:35]=[CH:34][CH:33]=[CH:32][C:31]=1[CH:36](O)[CH3:37].C1(P(C2C=CC=CC=2)C2C=CC=CC=2)C=CC=CC=1.N(C(OC(C)(C)C)=O)=NC(OC(C)(C)C)=O. Product: [Si:1]([O:8][CH2:9][C:10]1[N:15]=[CH:14][C:13]2[N:16]=[CH:17][N:18]([C:19]3[S:23][C:22]([C:24]([O:26][CH3:27])=[O:25])=[C:21]([O:28][CH:36]([C:31]4[CH:32]=[CH:33][CH:34]=[CH:35][C:30]=4[CH3:29])[CH3:37])[CH:20]=3)[C:12]=2[CH:11]=1)([C:4]([CH3:5])([CH3:6])[CH3:7])([CH3:2])[CH3:3]. The catalyst class is: 4. (6) Reactant: Cl[C:2]1[N:7]=[C:6]([O:8][C:9]2[CH:35]=[CH:34][C:33]([Cl:36])=[CH:32][C:10]=2[CH2:11][NH:12][C:13]([NH:15][C:16]2[N:20]([C:21]3[CH:26]=[CH:25][C:24]([CH3:27])=[CH:23][CH:22]=3)[N:19]=[C:18]([C:28]([CH3:31])([CH3:30])[CH3:29])[CH:17]=2)=[O:14])[CH:5]=[CH:4][N:3]=1.[NH:37]1[CH2:42][CH2:41][O:40][CH2:39][CH2:38]1. Product: [O:40]1[CH2:41][CH2:42][N:37]([C:2]2[N:7]=[C:6]([O:8][C:9]3[CH:35]=[CH:34][C:33]([Cl:36])=[CH:32][C:10]=3[CH2:11][NH:12][C:13]([NH:15][C:16]3[N:20]([C:21]4[CH:22]=[CH:23][C:24]([CH3:27])=[CH:25][CH:26]=4)[N:19]=[C:18]([C:28]([CH3:29])([CH3:30])[CH3:31])[CH:17]=3)=[O:14])[CH:5]=[CH:4][N:3]=2)[CH2:38][CH2:39]1. The catalyst class is: 8. (7) Reactant: [Cl:1][C:2]1[CH:7]=[CH:6][C:5]([S:8][CH2:9][C:10]2[CH:18]=[CH:17][CH:16]=[CH:15][C:11]=2[C:12]([OH:14])=O)=[C:4]([NH:19][S:20]([C:23]2[CH:28]=[CH:27][C:26]([Cl:29])=[C:25]([C:30]([F:33])([F:32])[F:31])[CH:24]=2)(=[O:22])=[O:21])[CH:3]=1.C1C=C[C:37]2N(O)N=[N:40][C:38]=2C=1.C(Cl)CCl.Cl.C(N)C. Product: [Cl:1][C:2]1[CH:7]=[CH:6][C:5]([S:8][CH2:9][C:10]2[CH:18]=[CH:17][CH:16]=[CH:15][C:11]=2[C:12]([NH:40][CH2:38][CH3:37])=[O:14])=[C:4]([NH:19][S:20]([C:23]2[CH:28]=[CH:27][C:26]([Cl:29])=[C:25]([C:30]([F:32])([F:31])[F:33])[CH:24]=2)(=[O:22])=[O:21])[CH:3]=1. The catalyst class is: 18.